Task: Regression. Given two drug SMILES strings and cell line genomic features, predict the synergy score measuring deviation from expected non-interaction effect.. Dataset: NCI-60 drug combinations with 297,098 pairs across 59 cell lines (1) Drug 1: COC1=C(C=C2C(=C1)N=CN=C2NC3=CC(=C(C=C3)F)Cl)OCCCN4CCOCC4. Drug 2: CN1C(=O)N2C=NC(=C2N=N1)C(=O)N. Cell line: HCC-2998. Synergy scores: CSS=2.29, Synergy_ZIP=-1.13, Synergy_Bliss=-3.15, Synergy_Loewe=-15.1, Synergy_HSA=-6.27. (2) Drug 1: CC1=C(C(CCC1)(C)C)C=CC(=CC=CC(=CC(=O)O)C)C. Drug 2: B(C(CC(C)C)NC(=O)C(CC1=CC=CC=C1)NC(=O)C2=NC=CN=C2)(O)O. Cell line: SK-OV-3. Synergy scores: CSS=27.5, Synergy_ZIP=-1.61, Synergy_Bliss=-0.581, Synergy_Loewe=-22.7, Synergy_HSA=0.0345. (3) Drug 1: CCCS(=O)(=O)NC1=C(C(=C(C=C1)F)C(=O)C2=CNC3=C2C=C(C=N3)C4=CC=C(C=C4)Cl)F. Drug 2: CC12CCC3C(C1CCC2=O)CC(=C)C4=CC(=O)C=CC34C. Cell line: SR. Synergy scores: CSS=59.9, Synergy_ZIP=-1.89, Synergy_Bliss=-2.05, Synergy_Loewe=-2.73, Synergy_HSA=-2.36. (4) Drug 1: COC1=C2C(=CC3=C1OC=C3)C=CC(=O)O2. Drug 2: CC1C(C(CC(O1)OC2CC(CC3=C2C(=C4C(=C3O)C(=O)C5=CC=CC=C5C4=O)O)(C(=O)C)O)N)O. Cell line: UACC62. Synergy scores: CSS=58.5, Synergy_ZIP=-4.75, Synergy_Bliss=-4.63, Synergy_Loewe=-14.0, Synergy_HSA=-2.02. (5) Drug 1: C1CCN(CC1)CCOC2=CC=C(C=C2)C(=O)C3=C(SC4=C3C=CC(=C4)O)C5=CC=C(C=C5)O. Drug 2: CS(=O)(=O)OCCCCOS(=O)(=O)C. Cell line: ACHN. Synergy scores: CSS=23.9, Synergy_ZIP=-2.69, Synergy_Bliss=-2.57, Synergy_Loewe=-3.00, Synergy_HSA=-4.07. (6) Drug 1: CC1=C2C(C(=O)C3(C(CC4C(C3C(C(C2(C)C)(CC1OC(=O)C(C(C5=CC=CC=C5)NC(=O)OC(C)(C)C)O)O)OC(=O)C6=CC=CC=C6)(CO4)OC(=O)C)OC)C)OC. Cell line: HCT-15. Drug 2: CC1=CC2C(CCC3(C2CCC3(C(=O)C)OC(=O)C)C)C4(C1=CC(=O)CC4)C. Synergy scores: CSS=78.6, Synergy_ZIP=26.0, Synergy_Bliss=27.5, Synergy_Loewe=-37.3, Synergy_HSA=26.5.